Predict the product of the given reaction. From a dataset of Forward reaction prediction with 1.9M reactions from USPTO patents (1976-2016). (1) Given the reactants [NH2:1][C@H:2]([C:6]([OH:8])=[O:7])[CH:3]([CH3:5])[CH3:4].O.[F:10][C:11]1[CH:16]=[CH:15][C:14]([S:17](Cl)(=[O:19])=[O:18])=[CH:13][CH:12]=1.CCCCCC, predict the reaction product. The product is: [F:10][C:11]1[CH:16]=[CH:15][C:14]([S:17]([NH:1][C@H:2]([C:6]([OH:8])=[O:7])[CH:3]([CH3:5])[CH3:4])(=[O:19])=[O:18])=[CH:13][CH:12]=1. (2) Given the reactants C(O/[CH:4]=[N:5]/[NH:6][C:7]([O:9]C)=O)C.[C:11]1([CH2:17][N:18]2[CH2:23][CH2:22][CH:21]([NH2:24])[CH2:20][CH2:19]2)[CH:16]=[CH:15][CH:14]=[CH:13][CH:12]=1.C[O-].[Na+], predict the reaction product. The product is: [C:11]1([CH2:17][N:18]2[CH2:23][CH2:22][CH:21]([N:24]3[CH:4]=[N:5][NH:6][C:7]3=[O:9])[CH2:20][CH2:19]2)[CH:12]=[CH:13][CH:14]=[CH:15][CH:16]=1. (3) Given the reactants C(OC(=O)[NH:7][CH:8]1[CH2:13][CH2:12][N:11]([CH:14]2[CH2:17][O:16][CH2:15]2)[CH2:10][CH2:9]1)(C)(C)C.C(O)(C(F)(F)F)=O, predict the reaction product. The product is: [O:16]1[CH2:17][CH:14]([N:11]2[CH2:12][CH2:13][CH:8]([NH2:7])[CH2:9][CH2:10]2)[CH2:15]1.